This data is from Forward reaction prediction with 1.9M reactions from USPTO patents (1976-2016). The task is: Predict the product of the given reaction. (1) The product is: [CH2:1]([O:8][C:9]1[C:14]([CH3:15])=[CH:13][C:12]([C:16]2[CH:21]=[CH:20][C:19]([C:22]([O:24][CH3:29])=[O:23])=[C:18]([CH:25]([CH3:26])[CH3:27])[CH:17]=2)=[CH:11][C:10]=1[CH3:28])[C:2]1[CH:3]=[CH:4][CH:5]=[CH:6][CH:7]=1. Given the reactants [CH2:1]([O:8][C:9]1[C:14]([CH3:15])=[CH:13][C:12]([C:16]2[CH:21]=[CH:20][C:19]([C:22]([OH:24])=[O:23])=[C:18]([CH:25]([CH3:27])[CH3:26])[CH:17]=2)=[CH:11][C:10]=1[CH3:28])[C:2]1[CH:7]=[CH:6][CH:5]=[CH:4][CH:3]=1.[C:29](=O)([O-])[O-].[K+].[K+].O, predict the reaction product. (2) The product is: [CH2:1]([CH:3]([N:6]1[C:18]2[C:17]3[CH:16]=[CH:15][CH:14]=[C:13]([C:22]4[C:23]([CH3:28])=[CH:24][C:25]([CH3:27])=[CH:26][C:21]=4[CH3:33])[C:12]=3[N:11]=[C:10]([CH3:20])[C:9]=2[CH:8]=[CH:7]1)[CH2:4][CH3:5])[CH3:2]. Given the reactants [CH2:1]([CH:3]([N:6]1[C:18]2[C:17]3[CH:16]=[CH:15][CH:14]=[C:13](I)[C:12]=3[N:11]=[C:10]([CH3:20])[C:9]=2[CH:8]=[CH:7]1)[CH2:4][CH3:5])[CH3:2].[C:21]1([CH3:33])[CH:26]=[C:25]([CH3:27])[CH:24]=[C:23]([CH3:28])[C:22]=1OB(O)O.O.O.O.O.O.O.O.O.[OH-].[Ba+2].[OH-].COCCOC, predict the reaction product. (3) Given the reactants [C:1]([O:5][C:6]([N:8]1[CH2:13][CH2:12][CH:11]([O:14][C@@H:15]([C:17]([OH:19])=O)[CH3:16])[CH2:10][CH2:9]1)=[O:7])([CH3:4])([CH3:3])[CH3:2].[Cl:20][C:21]1[CH:30]=[CH:29][C:24]([C:25]([NH:27]O)=[NH:26])=[CH:23][N:22]=1, predict the reaction product. The product is: [C:1]([O:5][C:6]([N:8]1[CH2:9][CH2:10][CH:11]([O:14][C@@H:15]([C:17]2[O:19][N:27]=[C:25]([C:24]3[CH:23]=[N:22][C:21]([Cl:20])=[CH:30][CH:29]=3)[N:26]=2)[CH3:16])[CH2:12][CH2:13]1)=[O:7])([CH3:2])([CH3:3])[CH3:4]. (4) Given the reactants [C:1]1([C:7]2[CH:20]=[CH:19][C:10]3[N:11]=[C:12]([CH2:14][C:15]([NH:17][NH2:18])=[O:16])[S:13][C:9]=3[CH:8]=2)[CH:6]=[CH:5][CH:4]=[CH:3][CH:2]=1.[C:21]1([CH3:33])[CH:26]=[CH:25][C:24]([S:27]([N:30]=[C:31]=O)(=[O:29])=[O:28])=[CH:23][CH:22]=1.CCCP1(OP(CCC)(=O)OP(CCC)(=O)O1)=O, predict the reaction product. The product is: [CH3:33][C:21]1[CH:26]=[CH:25][C:24]([S:27]([NH:30][C:31]2[O:16][C:15]([CH2:14][C:12]3[S:13][C:9]4[CH:8]=[C:7]([C:1]5[CH:2]=[CH:3][CH:4]=[CH:5][CH:6]=5)[CH:20]=[CH:19][C:10]=4[N:11]=3)=[N:17][N:18]=2)(=[O:29])=[O:28])=[CH:23][CH:22]=1.